Task: Predict the product of the given reaction.. Dataset: Forward reaction prediction with 1.9M reactions from USPTO patents (1976-2016) (1) The product is: [O:37]=[C:32]1[NH:33][C:34](=[O:36])/[C:35](=[CH:1]/[C:3]2[CH:4]=[CH:5][C:6]([O:7][C:8]3[N:13]=[CH:12][N:11]=[C:10]([O:14][CH:15]4[CH2:20][CH2:19][N:18]([C:21]([O:23][C:24]([CH3:25])([CH3:27])[CH3:26])=[O:22])[CH2:17][CH2:16]4)[C:9]=3[CH3:28])=[CH:29][CH:30]=2)/[S:31]1. Given the reactants [CH:1]([C:3]1[CH:30]=[CH:29][C:6]([O:7][C:8]2[N:13]=[CH:12][N:11]=[C:10]([O:14][CH:15]3[CH2:20][CH2:19][N:18]([C:21]([O:23][C:24]([CH3:27])([CH3:26])[CH3:25])=[O:22])[CH2:17][CH2:16]3)[C:9]=2[CH3:28])=[CH:5][CH:4]=1)=O.[S:31]1[CH2:35][C:34](=[O:36])[NH:33][C:32]1=[O:37].C(O)(=O)C1C=CC=CC=1.N1CCCCC1, predict the reaction product. (2) Given the reactants [CH2:1]([O:3][C:4](=[O:23])[C:5]([NH:7][C:8]1[CH:13]=[CH:12][C:11]([Cl:14])=[CH:10][C:9]=1[C:15](=O)[C:16]1[CH:21]=[CH:20][CH:19]=[CH:18][CH:17]=1)=O)[CH3:2], predict the reaction product. The product is: [CH2:1]([O:3][C:4]([C:5]1[NH:7][C:8]2[C:9]([C:15]=1[C:16]1[CH:21]=[CH:20][CH:19]=[CH:18][CH:17]=1)=[CH:10][C:11]([Cl:14])=[CH:12][CH:13]=2)=[O:23])[CH3:2]. (3) Given the reactants [NH2:1][C:2]1[CH:7]=[C:6]([C:8]2[S:9][CH:10]=[CH:11][CH:12]=2)[CH:5]=[CH:4][C:3]=1[NH:13]C(=O)OC(C)(C)C.[S:21]([C:25]1[CH:33]=[CH:32][C:28]([C:29](O)=[O:30])=[CH:27][CH:26]=1)(=[O:24])(=[O:23])[NH2:22].CN(C(ON1N=NC2C=CC=NC1=2)=[N+](C)C)C.F[P-](F)(F)(F)(F)F.CCN(C(C)C)C(C)C, predict the reaction product. The product is: [NH2:13][C:3]1[CH:4]=[CH:5][C:6]([C:8]2[S:9][CH:10]=[CH:11][CH:12]=2)=[CH:7][C:2]=1[NH:1][C:29](=[O:30])[C:28]1[CH:32]=[CH:33][C:25]([S:21](=[O:24])(=[O:23])[NH2:22])=[CH:26][CH:27]=1. (4) Given the reactants [F:1][C:2]1([F:31])[CH2:7][CH2:6][N:5]([CH2:8][CH2:9][C:10]#[C:11][C:12]2[CH:21]=[C:20]3[C:15]([CH:16]([C:23]4[CH:28]=[CH:27][C:26]([O:29][CH3:30])=[CH:25][CH:24]=4)[CH2:17][N:18]([CH3:22])[CH2:19]3)=[CH:14][CH:13]=2)[CH2:4][CH2:3]1.N#N, predict the reaction product. The product is: [F:31][C:2]1([F:1])[CH2:3][CH2:4][N:5]([CH2:8][CH2:9][CH2:10][CH2:11][C:12]2[CH:21]=[C:20]3[C:15]([CH:16]([C:23]4[CH:24]=[CH:25][C:26]([O:29][CH3:30])=[CH:27][CH:28]=4)[CH2:17][N:18]([CH3:22])[CH2:19]3)=[CH:14][CH:13]=2)[CH2:6][CH2:7]1.